Dataset: Full USPTO retrosynthesis dataset with 1.9M reactions from patents (1976-2016). Task: Predict the reactants needed to synthesize the given product. (1) Given the product [F:23][C:4]([F:3])([F:22])[C:5]1[CH:6]=[CH:7][C:8]([C:11]2[N:16]=[CH:15][N:14]=[C:13]([CH2:17][OH:18])[CH:12]=2)=[N:9][CH:10]=1, predict the reactants needed to synthesize it. The reactants are: [BH4-].[Na+].[F:3][C:4]([F:23])([F:22])[C:5]1[CH:6]=[CH:7][C:8]([C:11]2[N:16]=[CH:15][N:14]=[C:13]([C:17](OCC)=[O:18])[CH:12]=2)=[N:9][CH:10]=1. (2) Given the product [CH:2]1[CH:3]=[C:5]2[C:10]([C:15]([OH:16])([OH:14])[C:18](=[O:19])[C:21]2=[CH:20][CH:6]=1)=[O:11], predict the reactants needed to synthesize it. The reactants are: N[C@@H:2]([C:6](O)=O)[C@H:3]([CH3:5])O.Cl.[CH3:10][OH:11].CC[O:14][C:15](C)=[O:16].[CH3:18][OH:19].[CH3:20][C:21](O)=O. (3) Given the product [C:6]([O:18][CH2:17][CH2:16][S:15][CH:13]1[CH2:14][S:11][CH2:12]1)(=[S:20])[CH3:7], predict the reactants needed to synthesize it. The reactants are: C(N([CH2:6][CH3:7])CC)C.ClCCl.[S:11]1[CH2:14][CH:13]([S:15][CH2:16][CH2:17][OH:18])[CH2:12]1.C[S:20](Cl)(=O)=O. (4) Given the product [CH:16]([N:19]1[CH2:24][CH2:23][N:22]([C:2]2[CH:3]=[C:4]([CH:5]=[C:6]([O:8][CH3:9])[CH:7]=2)[CH:10]=[O:15])[CH2:21][CH2:20]1)([CH3:18])[CH3:17], predict the reactants needed to synthesize it. The reactants are: Br[C:2]1[CH:3]=[C:4]([CH:10]2[O:15]CCCO2)[CH:5]=[C:6]([O:8][CH3:9])[CH:7]=1.[CH:16]([N:19]1[CH2:24][CH2:23][NH:22][CH2:21][CH2:20]1)([CH3:18])[CH3:17].CC(C)([O-])C.[Na+].C1(P(C2C=CC=CC=2)C2C=CC3C(=CC=CC=3)C=2C2C3C(=CC=CC=3)C=CC=2P(C2C=CC=CC=2)C2C=CC=CC=2)C=CC=CC=1.Cl.[OH-].[Na+]. (5) Given the product [CH3:17][O:18][C:19](=[O:30])[C:20]1[CH:25]=[CH:24][C:23](/[CH:26]=[CH:15]/[C:14](=[O:16])[C:13]2[C:8]([NH:7][C:1]3[CH:6]=[CH:5][CH:4]=[CH:3][CH:2]=3)=[N:9][CH:10]=[CH:11][CH:12]=2)=[C:22]([O:28][CH3:29])[CH:21]=1, predict the reactants needed to synthesize it. The reactants are: [C:1]1([NH:7][C:8]2[C:13]([C:14](=[O:16])[CH3:15])=[CH:12][CH:11]=[CH:10][N:9]=2)[CH:6]=[CH:5][CH:4]=[CH:3][CH:2]=1.[CH3:17][O:18][C:19](=[O:30])[C:20]1[CH:25]=[CH:24][C:23]([CH:26]=O)=[C:22]([O:28][CH3:29])[CH:21]=1.C[O-].[Na+].Cl. (6) Given the product [Br:1][C:2]1[CH:3]=[C:4]([N:13]([CH3:21])[CH:14]2[CH2:19][CH2:18][N:17]([CH3:20])[CH2:16][CH2:15]2)[C:5]([CH3:12])=[C:6]([CH:11]=1)[C:7]([O:9][CH3:10])=[O:8], predict the reactants needed to synthesize it. The reactants are: [Br:1][C:2]1[CH:3]=[C:4]([NH:13][CH:14]2[CH2:19][CH2:18][N:17]([CH3:20])[CH2:16][CH2:15]2)[C:5]([CH3:12])=[C:6]([CH:11]=1)[C:7]([O:9][CH3:10])=[O:8].[C:21](=O)([O-])[O-].[Cs+].[Cs+].CI.